This data is from Full USPTO retrosynthesis dataset with 1.9M reactions from patents (1976-2016). The task is: Predict the reactants needed to synthesize the given product. Given the product [ClH:35].[Br:1][C:2]1[C:7](=[O:8])[N:6]([CH2:9][C:10]([NH:12][CH2:13][C:14]2[CH:19]=[CH:18][N:17]=[CH:16][CH:15]=2)=[O:11])[N:5]=[CH:4][C:3]=1[NH:20][CH:21]1[CH:22]2[CH2:23][CH:24]3[CH2:25][C:26]([OH:31])([CH2:27][CH:28]1[CH2:29]3)[CH2:30]2, predict the reactants needed to synthesize it. The reactants are: [Br:1][C:2]1[C:7](=[O:8])[N:6]([CH2:9][C:10]([NH:12][CH2:13][C:14]2[CH:19]=[CH:18][N:17]=[CH:16][CH:15]=2)=[O:11])[N:5]=[CH:4][C:3]=1[NH:20][CH:21]1[CH:28]2[CH2:29][CH:24]3[CH2:25][C:26]([O:31]COC)([CH2:30][CH:22]1[CH2:23]3)[CH2:27]2.[ClH:35].CO.